From a dataset of Forward reaction prediction with 1.9M reactions from USPTO patents (1976-2016). Predict the product of the given reaction. The product is: [Cl:1][C:2]1[CH:3]=[CH:4][C:5]([NH:8][C:9]2[O:10][C:11]3[CH:17]=[CH:16][C:15]([O:18][C:20]4[CH:25]=[CH:24][N:23]=[C:22]5[CH:26]=[C:27]([C:29]6[N:34]=[CH:33][C:32]([CH2:35][N:36]7[CH2:40][CH2:39][CH2:38][C:37]7=[O:41])=[CH:31][CH:30]=6)[S:28][C:21]=45)=[CH:14][C:12]=3[N:13]=2)=[CH:6][CH:7]=1. Given the reactants [Cl:1][C:2]1[CH:7]=[CH:6][C:5]([NH:8][C:9]2[O:10][C:11]3[CH:17]=[CH:16][C:15]([OH:18])=[CH:14][C:12]=3[N:13]=2)=[CH:4][CH:3]=1.Cl[C:20]1[CH:25]=[CH:24][N:23]=[C:22]2[CH:26]=[C:27]([C:29]3[N:34]=[CH:33][C:32]([CH2:35][N:36]4[CH2:40][CH2:39][CH2:38][C:37]4=[O:41])=[CH:31][CH:30]=3)[S:28][C:21]=12.CC([O-])(C)C.[K+], predict the reaction product.